From a dataset of Forward reaction prediction with 1.9M reactions from USPTO patents (1976-2016). Predict the product of the given reaction. (1) Given the reactants COC(C1C=C(O)C2C(=C([N+]([O-])=O)C=CC=2)N=1)=O.[CH3:19][O:20][C:21]([C:23]1[CH:32]=[C:31]([OH:33])[C:30]2[C:25](=[C:26]([O:37][CH3:38])[CH:27]=[C:28]([N+:34]([O-])=O)[CH:29]=2)[N:24]=1)=[O:22], predict the reaction product. The product is: [CH3:19][O:20][C:21]([C:23]1[CH:32]=[C:31]([OH:33])[C:30]2[C:25](=[C:26]([O:37][CH3:38])[CH:27]=[C:28]([NH2:34])[CH:29]=2)[N:24]=1)=[O:22]. (2) Given the reactants [F:1][C:2]1([F:8])[CH2:4][CH:3]1[C:5](O)=[O:6].CN(C(ON1N=NC2C=CC=NC1=2)=[N+](C)C)C.F[P-](F)(F)(F)(F)F.[NH2:33][C:34]1[CH:35]=[C:36]([CH:42]=[C:43]([Br:45])[CH:44]=1)[C:37]([O:39][CH2:40][CH3:41])=[O:38].C(N(C(C)C)CC)(C)C, predict the reaction product. The product is: [Br:45][C:43]1[CH:42]=[C:36]([CH:35]=[C:34]([NH:33][C:5]([CH:3]2[CH2:4][C:2]2([F:8])[F:1])=[O:6])[CH:44]=1)[C:37]([O:39][CH2:40][CH3:41])=[O:38]. (3) The product is: [CH3:1][O:2][C:3](=[O:22])[CH:4]([O:20][CH3:21])[CH2:5][C:6]1[CH:11]=[CH:10][CH:9]=[C:8]([O:12][CH2:13][C:14]2[CH:19]=[CH:18][CH:17]=[CH:16][CH:15]=2)[CH:7]=1. Given the reactants [CH3:1][O:2][C:3](=[O:22])[C:4]([O:20][CH3:21])=[CH:5][C:6]1[CH:11]=[CH:10][CH:9]=[C:8]([O:12][CH2:13][C:14]2[CH:19]=[CH:18][CH:17]=[CH:16][CH:15]=2)[CH:7]=1, predict the reaction product. (4) Given the reactants [Cl:1][C:2]1[CH:7]=[CH:6][C:5]([N:8]2[C:11](=[O:12])[C@H:10]([S:13]SC3C([N+]([O-])=O)=CC=CN=3)[C@H:9]2[C:24]2[CH:38]=[CH:37][C:27]([O:28][CH2:29][C:30]([O:32]C(C)(C)C)=[O:31])=[CH:26][CH:25]=2)=[CH:4][CH:3]=1.C1(P(C2C=CC=CC=2)C2C=CC=CC=2)C=CC=CC=1.[O:58]1[C:62]2[CH:63]=[CH:64][C:65]([C:67](=[O:70])[CH2:68]Br)=[CH:66][C:61]=2[O:60][CH2:59]1.CCN(CC)CC, predict the reaction product. The product is: [O:58]1[C:62]2[CH:63]=[CH:64][C:65]([C:67](=[O:70])[CH2:68][S:13][C@H:10]3[C:11](=[O:12])[N:8]([C:5]4[CH:6]=[CH:7][C:2]([Cl:1])=[CH:3][CH:4]=4)[C@@H:9]3[C:24]3[CH:38]=[CH:37][C:27]([O:28][CH2:29][C:30]([OH:32])=[O:31])=[CH:26][CH:25]=3)=[CH:66][C:61]=2[O:60][CH2:59]1. (5) Given the reactants [C:1]([O:5][C:6](=[O:31])[NH:7][C:8]1[S:9][CH2:10][C@@H:11]2[C@@H:16]([C:17]([F:20])([F:19])[F:18])[O:15][CH2:14][C@:12]2([C:21]2[CH:26]=[C:25]([N+:27]([O-])=O)[CH:24]=[CH:23][C:22]=2[F:30])[N:13]=1)([CH3:4])([CH3:3])[CH3:2].O.O.[Sn](Cl)(Cl)(Cl)Cl, predict the reaction product. The product is: [C:1]([O:5][C:6](=[O:31])[NH:7][C:8]1[S:9][CH2:10][C@@H:11]2[C@@H:16]([C:17]([F:18])([F:20])[F:19])[O:15][CH2:14][C@:12]2([C:21]2[CH:26]=[C:25]([NH2:27])[CH:24]=[CH:23][C:22]=2[F:30])[N:13]=1)([CH3:4])([CH3:2])[CH3:3]. (6) Given the reactants [C:1]([NH:5][C:6](=[O:24])[C:7]1[CH:12]=[CH:11][CH:10]=[C:9]([O:13][C:14]2[C:19]([Cl:20])=[CH:18][C:17]([N+:21]([O-])=O)=[CH:16][N:15]=2)[CH:8]=1)([CH3:4])([CH3:3])[CH3:2].[Cl-].[Ca+2].[Cl-].O, predict the reaction product. The product is: [NH2:21][C:17]1[CH:18]=[C:19]([Cl:20])[C:14]([O:13][C:9]2[CH:8]=[C:7]([CH:12]=[CH:11][CH:10]=2)[C:6]([NH:5][C:1]([CH3:4])([CH3:3])[CH3:2])=[O:24])=[N:15][CH:16]=1. (7) Given the reactants [Cl:1][C:2]1[CH:7]=[CH:6][N:5]=[C:4]2[CH:8]=[C:9]([C:11](=[S:13])[NH2:12])[S:10][C:3]=12.Br[CH2:15][C:16](=O)[C:17]([O:19][CH2:20][CH3:21])=[O:18].FC(F)(F)C(OC(=O)C(F)(F)F)=O.[NH4+].[OH-], predict the reaction product. The product is: [NH4+:5].[OH-:18].[CH2:20]([O:19][C:17]([C:16]1[N:12]=[C:11]([C:9]2[S:10][C:3]3[C:4](=[N:5][CH:6]=[CH:7][C:2]=3[Cl:1])[CH:8]=2)[S:13][CH:15]=1)=[O:18])[CH3:21]. (8) Given the reactants [Cl:1][C:2]1[CH:7]=[CH:6][C:5]([S:8]([N:11]([C:15]2[C:16]([C:22](=[O:31])[C:23]3[CH:28]=[C:27]([CH3:29])[CH:26]=[CH:25][C:24]=3[Cl:30])=[N:17][CH:18]=[C:19]([Cl:21])[CH:20]=2)COC)(=[O:10])=[O:9])=[CH:4][C:3]=1[C:32]([F:35])([F:34])[F:33].O, predict the reaction product. The product is: [Cl:1][C:2]1[CH:7]=[CH:6][C:5]([S:8]([NH:11][C:15]2[C:16]([C:22](=[O:31])[C:23]3[CH:28]=[C:27]([CH3:29])[CH:26]=[CH:25][C:24]=3[Cl:30])=[N:17][CH:18]=[C:19]([Cl:21])[CH:20]=2)(=[O:9])=[O:10])=[CH:4][C:3]=1[C:32]([F:34])([F:35])[F:33]. (9) The product is: [CH3:31][O:32][CH2:33][C@@H:34]1[CH2:38][CH2:37][CH2:36][N:35]1[CH2:2][C:3]1[CH:30]=[CH:29][C:6]([C:7]([NH:9][C:10]2[CH:15]=[C:14]([C:16]3[S:17][CH:18]=[CH:19][CH:20]=3)[CH:13]=[CH:12][C:11]=2[NH:21][C:22](=[O:28])[O:23][C:24]([CH3:27])([CH3:26])[CH3:25])=[O:8])=[CH:5][CH:4]=1. Given the reactants Cl[CH2:2][C:3]1[CH:30]=[CH:29][C:6]([C:7]([NH:9][C:10]2[CH:15]=[C:14]([C:16]3[S:17][CH:18]=[CH:19][CH:20]=3)[CH:13]=[CH:12][C:11]=2[NH:21][C:22](=[O:28])[O:23][C:24]([CH3:27])([CH3:26])[CH3:25])=[O:8])=[CH:5][CH:4]=1.[CH3:31][O:32][CH2:33][C@@H:34]1[CH2:38][CH2:37][CH2:36][NH:35]1.C([O-])([O-])=O.[K+].[K+].[Na+].[I-], predict the reaction product. (10) The product is: [CH3:23][C:24]1[CH:29]=[CH:28][CH:27]=[CH:26][C:25]=1[NH:30][C:31](=[O:32])[NH:1][C:2]1[CH:7]=[CH:6][C:5]([CH2:8][C:9]([OH:11])=[O:10])=[C:4]([F:14])[C:3]=1[F:15]. Given the reactants [NH2:1][C:2]1[CH:7]=[CH:6][C:5]([CH2:8][C:9]([O:11]CC)=[O:10])=[C:4]([F:14])[C:3]=1[F:15].C(N(CC)CC)C.[CH3:23][C:24]1[CH:29]=[CH:28][CH:27]=[CH:26][C:25]=1[N:30]=[C:31]=[O:32], predict the reaction product.